This data is from Forward reaction prediction with 1.9M reactions from USPTO patents (1976-2016). The task is: Predict the product of the given reaction. (1) Given the reactants C([O:8][C:9]1[CH:18]=[C:17]2[C:12]([C:13]([NH:19][C:20]3[CH:21]=[N:22][C:23]([NH:26][C:27](=[O:36])[C:28]4[CH:33]=[CH:32][C:31]([F:34])=[C:30]([Cl:35])[CH:29]=4)=[N:24][CH:25]=3)=[N:14][CH:15]=[N:16]2)=[CH:11][C:10]=1[O:37][CH3:38])C1C=CC=CC=1, predict the reaction product. The product is: [Cl:35][C:30]1[CH:29]=[C:28]([CH:33]=[CH:32][C:31]=1[F:34])[C:27]([NH:26][C:23]1[N:22]=[CH:21][C:20]([NH:19][C:13]2[C:12]3[C:17](=[CH:18][C:9]([OH:8])=[C:10]([O:37][CH3:38])[CH:11]=3)[N:16]=[CH:15][N:14]=2)=[CH:25][N:24]=1)=[O:36]. (2) Given the reactants [Br:1][C:2]1[C:10]2[C:9]([Cl:11])=[N:8][CH:7]=[N:6][C:5]=2[S:4][C:3]=1I.[F:13][C:14]1[O:18][C:17](B2OC(C)(C)C(C)(C)O2)=[CH:16][CH:15]=1.C(=O)([O-])[O-].[Cs+].[Cs+].C1COCC1, predict the reaction product. The product is: [Br:1][C:2]1[C:10]2[C:9]([Cl:11])=[N:8][CH:7]=[N:6][C:5]=2[S:4][C:3]=1[C:17]1[O:18][C:14]([F:13])=[CH:15][CH:16]=1. (3) Given the reactants I[C:2]1C=C[C:5]([N:8]2C[C@H](CNC(=O)OC(C)(C)C)O[C:9]2=[O:22])=[CH:4][CH:3]=1.F[C:24]1[CH:25]=[C:26]([N:31]2[CH2:35][C@H:34]([CH2:36][NH:37][C:38](=[O:40])[CH3:39])[O:33][C:32]2=[O:41])[CH:27]=[CH:28][C:29]=1I, predict the reaction product. The product is: [O:41]=[C:32]1[N:31]([C:26]2[CH:27]=[CH:28][C:29]([CH:3]3[CH2:4][CH2:5][NH:8][C:9](=[O:22])[CH2:2]3)=[CH:24][CH:25]=2)[CH2:35][C@H:34]([CH2:36][NH:37][C:38](=[O:40])[CH3:39])[O:33]1.